This data is from Reaction yield outcomes from USPTO patents with 853,638 reactions. The task is: Predict the reaction yield, written as a fraction of the theoretical maximum amount of product (1.0 means a 100% yield; for example, 0.34 means a 34% yield). The reactants are [OH:1][C@@H:2]1[CH2:7][NH:6][C@H:5]([C:8]([O:10][CH3:11])=[O:9])[CH2:4][CH2:3]1.C(N(CC)CC)C.[F:19][C:20]([F:31])([F:30])[C:21](O[C:21](=[O:22])[C:20]([F:31])([F:30])[F:19])=[O:22].O. The catalyst is C(OCC)(=O)C. The product is [OH:1][C@@H:2]1[CH2:7][N:6]([C:21](=[O:22])[C:20]([F:31])([F:30])[F:19])[C@H:5]([C:8]([O:10][CH3:11])=[O:9])[CH2:4][CH2:3]1. The yield is 0.880.